From a dataset of Forward reaction prediction with 1.9M reactions from USPTO patents (1976-2016). Predict the product of the given reaction. (1) Given the reactants [C:1]([C:9]1[CH:17]=[C:16]([Br:18])[CH:15]=[CH:14][C:10]=1[C:11]([OH:13])=O)(=[O:8])[C:2]1[CH:7]=[CH:6][CH:5]=[CH:4][CH:3]=1.[CH3:19][O:20][C:21]1[CH:33]=[CH:32][C:24]([CH2:25][NH:26][CH2:27][CH:28]([OH:31])[CH2:29][CH3:30])=[CH:23][CH:22]=1.O.ON1C2C=CC=CC=2N=N1.Cl.C(N=C=NCCCN(C)C)C, predict the reaction product. The product is: [C:1]([C:9]1[CH:17]=[C:16]([Br:18])[CH:15]=[CH:14][C:10]=1[C:11]([N:26]([CH2:27][CH:28]([OH:31])[CH2:29][CH3:30])[CH2:25][C:24]1[CH:23]=[CH:22][C:21]([O:20][CH3:19])=[CH:33][CH:32]=1)=[O:13])(=[O:8])[C:2]1[CH:3]=[CH:4][CH:5]=[CH:6][CH:7]=1. (2) Given the reactants [O:1]([C:8]([N:10]1[CH2:15][CH2:14][CH2:13][CH2:12][CH2:11]1)=[O:9])[C:2]1[CH:7]=[CH:6][CH:5]=[CH:4][CH:3]=1.[O:16]=C[C@@H]([C@H]([C@@H]([C@@H](CO)O)O)O)O, predict the reaction product. The product is: [O:1]([C:8]([N:10]1[CH2:15][CH2:14][CH:13]([OH:16])[CH2:12][CH2:11]1)=[O:9])[C:2]1[CH:3]=[CH:4][CH:5]=[CH:6][CH:7]=1. (3) Given the reactants N[C@H](C(O)=O)CS.[At].[N+:9]([O-:12])([OH:11])=[O:10].O.[CH:14]([O:17][CH:18]([CH3:20])[CH3:19])([CH3:16])[CH3:15], predict the reaction product. The product is: [CH:14]([O:17][CH:18]([CH3:20])[CH3:19])([CH3:16])[CH3:15].[N+:9]([O-:12])([OH:11])=[O:10]. (4) The product is: [CH3:20][C:18]1([CH3:21])[CH2:17][C:16]2[CH:22]=[C:12]([S:29]([CH3:28])(=[O:31])=[O:30])[CH:13]=[C:14]([C:23]([O:25][CH2:26][CH3:27])=[O:24])[C:15]=2[O:19]1. Given the reactants [OH-].[Na+].N1CCC[C@H]1C(O)=O.I[C:12]1[CH:13]=[C:14]([C:23]([O:25][CH2:26][CH3:27])=[O:24])[C:15]2[O:19][C:18]([CH3:21])([CH3:20])[CH2:17][C:16]=2[CH:22]=1.[CH3:28][S:29]([O-:31])=[O:30], predict the reaction product. (5) Given the reactants [F:1][C:2]1[C:32]([F:33])=[CH:31][CH:30]=[CH:29][C:3]=1[CH2:4][N:5]1[C:9]2=[N:10][C:11]([CH3:14])=[N:12][CH:13]=[C:8]2[C:7]([C:15]2[N:16]=[N:17][C:18]([C:22]([CH3:28])([CH3:27])[C:23]([O:25]C)=O)=[C:19](O)[N:20]=2)=[N:6]1.P(Cl)(Cl)(Cl)=O.[NH3:39], predict the reaction product. The product is: [F:1][C:2]1[C:32]([F:33])=[CH:31][CH:30]=[CH:29][C:3]=1[CH2:4][N:5]1[C:9]2=[N:10][C:11]([CH3:14])=[N:12][CH:13]=[C:8]2[C:7]([C:15]2[N:16]=[N:17][C:18]3[C:22]([CH3:28])([CH3:27])[C:23](=[O:25])[NH:39][C:19]=3[N:20]=2)=[N:6]1. (6) Given the reactants [OH:1][C:2]1[CH:7]=[CH:6][C:5]([CH2:8][C:9]#[N:10])=[CH:4][CH:3]=1.Cl[CH2:12][CH2:13][CH2:14][CH2:15][CH2:16][CH2:17][CH2:18][CH2:19][OH:20].C(=O)([O-])[O-].[K+].[K+].[I-].[K+], predict the reaction product. The product is: [OH:20][CH2:19][CH2:18][CH2:17][CH2:16][CH2:15][CH2:14][CH2:13][CH2:12][O:1][C:2]1[CH:7]=[CH:6][C:5]([CH2:8][C:9]#[N:10])=[CH:4][CH:3]=1. (7) Given the reactants N1C2C(=NC=CC=2)N([O:10][C:11]([C:13]2[C:17]([CH3:18])=[C:16](/[CH:19]=[C:20]3\[C:21](=[O:41])[NH:22][C:23]4[C:28]\3=[CH:27][C:26]([S:29]([CH2:32][C:33]3[C:38]([Cl:39])=[CH:37][CH:36]=[CH:35][C:34]=3[Cl:40])(=[O:31])=[O:30])=[CH:25][CH:24]=4)[NH:15][C:14]=2[CH3:42])=O)N=1.[NH:43]1[CH2:48][CH2:47][S:46][CH2:45][CH2:44]1, predict the reaction product. The product is: [Cl:39][C:38]1[CH:37]=[CH:36][CH:35]=[C:34]([Cl:40])[C:33]=1[CH2:32][S:29]([C:26]1[CH:27]=[C:28]2[C:23](=[CH:24][CH:25]=1)[NH:22][C:21](=[O:41])/[C:20]/2=[CH:19]\[C:16]1[NH:15][C:14]([CH3:42])=[C:13]([C:11]([N:43]2[CH2:48][CH2:47][S:46][CH2:45][CH2:44]2)=[O:10])[C:17]=1[CH3:18])(=[O:30])=[O:31]. (8) Given the reactants [F:1][C:2]1[CH:3]=[C:4]([NH:9][C:10]([C:12]2[C:13](=[O:25])[N:14]([C:19]3[CH:24]=[CH:23][CH:22]=[CH:21][CH:20]=3)[N:15]([CH3:18])[C:16]=2[CH3:17])=[O:11])[CH:5]=[CH:6][C:7]=1[OH:8].Cl[C:27]1[CH:32]=[CH:31][N:30]=[C:29]([C:33]([NH2:35])=[O:34])[CH:28]=1.[H-].[Na+], predict the reaction product. The product is: [CH3:18][N:15]1[C:16]([CH3:17])=[C:12]([C:10]([NH:9][C:4]2[CH:5]=[CH:6][C:7]([O:8][C:27]3[CH:32]=[CH:31][N:30]=[C:29]([C:33]([NH2:35])=[O:34])[CH:28]=3)=[C:2]([F:1])[CH:3]=2)=[O:11])[C:13](=[O:25])[N:14]1[C:19]1[CH:20]=[CH:21][CH:22]=[CH:23][CH:24]=1. (9) The product is: [C:33]([O:37][C:38]([NH:40][C@@H:41]([CH:47]([CH3:49])[CH3:48])[CH2:42][CH2:43][OH:44])=[O:39])([CH3:36])([CH3:35])[CH3:34]. Given the reactants C(OC(N[C@H](C(O)=O)C(C)C)=O)(C)(C)C.C(OC(N[C@@H](C(C)C)C(=O)C=[N+]=[N-])=O)(C)(C)C.[C:33]([O:37][C:38]([NH:40][C@@H:41]([CH:47]([CH3:49])[CH3:48])[CH2:42][C:43](OC)=[O:44])=[O:39])([CH3:36])([CH3:35])[CH3:34], predict the reaction product.